From a dataset of Reaction yield outcomes from USPTO patents with 853,638 reactions. Predict the reaction yield, written as a fraction of the theoretical maximum amount of product (1.0 means a 100% yield; for example, 0.34 means a 34% yield). (1) The catalyst is C1COCC1. The reactants are C([N-]C(C)C)(C)C.[Li+].[CH2:9]([O:11][C:12](=[O:22])[CH2:13][O:14][C:15]1[CH:20]=[CH:19][CH:18]=[CH:17][C:16]=1[CH3:21])C.CON(C)[C:26]([C:28]1[CH:33]=[CH:32][N:31]=[C:30]([S:34][CH3:35])[N:29]=1)=[O:27]. The product is [CH3:9][O:11][C:12](=[O:22])[CH:13]([O:14][C:15]1[CH:20]=[CH:19][CH:18]=[CH:17][C:16]=1[CH3:21])[C:26]([C:28]1[CH:33]=[CH:32][N:31]=[C:30]([S:34][CH3:35])[N:29]=1)=[O:27]. The yield is 0.320. (2) The reactants are [Br:1][C:2]1[CH:6]=[N:5][N:4]([CH3:7])[C:3]=1[C:8]1[CH:9]=[C:10]([NH2:16])[CH:11]=[CH:12][C:13]=1[O:14][CH3:15].[F:17][C:18]1[CH:19]=[C:20]([N:24]=[C:25]=[O:26])[CH:21]=[CH:22][CH:23]=1. The catalyst is C(Cl)Cl. The product is [Br:1][C:2]1[CH:6]=[N:5][N:4]([CH3:7])[C:3]=1[C:8]1[CH:9]=[C:10]([NH:16][C:25]([NH:24][C:20]2[CH:21]=[CH:22][CH:23]=[C:18]([F:17])[CH:19]=2)=[O:26])[CH:11]=[CH:12][C:13]=1[O:14][CH3:15]. The yield is 0.820. (3) The reactants are Cl[C:2]1[NH:3][C:4](=[O:13])[C:5]2[CH:11]=[C:10]([Cl:12])[CH:9]=[N:8][C:6]=2[N:7]=1.[O:14]([CH2:21][CH2:22][CH2:23][OH:24])[C:15]1[CH:20]=[CH:19][CH:18]=[CH:17][CH:16]=1.CC([O-])(C)C.[K+]. The catalyst is CS(C)=O. The product is [Cl:12][C:10]1[CH:9]=[N:8][C:6]2[N:7]=[C:2]([O:24][CH2:23][CH2:22][CH2:21][O:14][C:15]3[CH:20]=[CH:19][CH:18]=[CH:17][CH:16]=3)[NH:3][C:4](=[O:13])[C:5]=2[CH:11]=1. The yield is 0.0250. (4) The product is [F:36][CH:2]([F:1])[C:3]1[CH:12]=[C:11]2[C:6]([CH2:7][CH2:8][CH2:9][N:10]2[C:13]2[C:17]3[CH2:18][N:19]([C:46]([NH:45][CH3:44])=[O:47])[CH2:20][CH2:21][C:16]=3[N:15]([CH2:22][O:23][CH2:24][CH2:25][Si:26]([CH3:28])([CH3:29])[CH3:27])[N:14]=2)=[CH:5][C:4]=1[C:30]1[CH:31]=[N:32][N:33]([CH3:35])[CH:34]=1. The reactants are [F:1][CH:2]([F:36])[C:3]1[CH:12]=[C:11]2[C:6]([CH2:7][CH2:8][CH2:9][N:10]2[C:13]2[C:17]3[CH2:18][NH:19][CH2:20][CH2:21][C:16]=3[N:15]([CH2:22][O:23][CH2:24][CH2:25][Si:26]([CH3:29])([CH3:28])[CH3:27])[N:14]=2)=[CH:5][C:4]=1[C:30]1[CH:31]=[N:32][N:33]([CH3:35])[CH:34]=1.C(N(CC)CC)C.[CH3:44][NH:45][C:46](N1C=CN=C1)=[O:47]. The yield is 0.450. The catalyst is C(Cl)Cl. (5) The product is [Br:1][C:2]1[C:3](=[O:9])[NH:4][C:5](=[O:8])[N:6]([CH2:25][C:24]2[C:23]([F:22])=[CH:30][CH:29]=[CH:28][C:27]=2[F:31])[C:7]=1[CH3:10]. The yield is 0.500. The catalyst is ClC(Cl)C. The reactants are [Br:1][C:2]1[C:3](=[O:9])[NH:4][C:5](=[O:8])[NH:6][CH:7]=1.[CH3:10]/C(/O[Si](C)(C)C)=N\[Si](C)(C)C.[F:22][C:23]1[CH:30]=[CH:29][CH:28]=[C:27]([F:31])[C:24]=1[CH2:25]Br. (6) The reactants are [CH2:1]([O:3][C:4](=[O:7])[CH:5]=O)[CH3:2].[C:8]([O:12][C:13](=[O:16])[NH:14][NH2:15])([CH3:11])([CH3:10])[CH3:9]. The catalyst is C1(C)C=CC=CC=1.O1CCOCC1. The product is [CH2:1]([O:3][C:4](=[O:7])[CH:5]=[N:15][NH:14][C:13]([O:12][C:8]([CH3:11])([CH3:10])[CH3:9])=[O:16])[CH3:2]. The yield is 0.850. (7) The reactants are [Cl:1][C:2]1[CH:3]=[C:4]([C:15](=O)[CH3:16])[CH:5]=[N:6][C:7]=1[CH2:8][O:9][CH2:10][C:11]([F:14])([F:13])[F:12].[CH3:18][C:19]([S@:22]([NH2:24])=[O:23])([CH3:21])[CH3:20]. No catalyst specified. The product is [Cl:1][C:2]1[CH:3]=[C:4]([CH:15]([NH:24][S@@:22]([C:19]([CH3:21])([CH3:20])[CH3:18])=[O:23])[CH3:16])[CH:5]=[N:6][C:7]=1[CH2:8][O:9][CH2:10][C:11]([F:14])([F:13])[F:12]. The yield is 0.820. (8) The product is [NH2:16][C:11]1[N:10]=[C:9]([NH:8][C:5]2[N:6]=[CH:7][C:2]([NH:1][C:35](=[O:36])[C:34]3[CH:33]=[CH:32][C:31]([N+:28]([O-:30])=[O:29])=[CH:39][CH:38]=3)=[CH:3][CH:4]=2)[CH:14]=[C:13]([CH3:15])[N:12]=1. The reactants are [NH2:1][C:2]1[CH:3]=[CH:4][C:5]([NH:8][C:9]2[CH:14]=[C:13]([CH3:15])[N:12]=[C:11]([NH2:16])[N:10]=2)=[N:6][CH:7]=1.C(N(CC)C1C=CC=CC=1)C.[N+:28]([C:31]1[CH:39]=[CH:38][C:34]([C:35](Cl)=[O:36])=[CH:33][CH:32]=1)([O-:30])=[O:29]. The catalyst is O1CCOCC1. The yield is 0.970.